This data is from Full USPTO retrosynthesis dataset with 1.9M reactions from patents (1976-2016). The task is: Predict the reactants needed to synthesize the given product. (1) Given the product [OH:10][CH2:9][C:3]1([C:1]#[N:2])[CH2:8][CH2:7][CH2:6][CH2:5][CH2:4]1, predict the reactants needed to synthesize it. The reactants are: [C:1]([C:3]1([C:9](OC)=[O:10])[CH2:8][CH2:7][CH2:6][CH2:5][CH2:4]1)#[N:2].CO.[BH4-].[Li+]. (2) Given the product [ClH:1].[ClH:46].[C:29]([C:3]1[CH:4]=[N:5][C:6]2[C:11]([C:2]=1[NH:40][C:39]1[CH:41]=[CH:42][C:36]([C:35]#[C:34][CH2:33][O:32][CH3:31])=[C:37]3[O:45][CH2:44][O:43][C:38]=13)=[C:10]([O:12][CH:13]1[CH2:14][CH2:15][O:16][CH2:17][CH2:18]1)[CH:9]=[C:8]([O:19][CH2:20][CH2:21][CH2:22][N:23]1[CH2:28][CH2:27][O:26][CH2:25][CH2:24]1)[CH:7]=2)#[N:30], predict the reactants needed to synthesize it. The reactants are: [Cl:1][C:2]1[C:11]2[C:6](=[CH:7][C:8]([O:19][CH2:20][CH2:21][CH2:22][N:23]3[CH2:28][CH2:27][O:26][CH2:25][CH2:24]3)=[CH:9][C:10]=2[O:12][CH:13]2[CH2:18][CH2:17][O:16][CH2:15][CH2:14]2)[N:5]=[CH:4][C:3]=1[C:29]#[N:30].[CH3:31][O:32][CH2:33][C:34]#[C:35][C:36]1[CH:42]=[CH:41][C:39]([NH2:40])=[C:38]2[O:43][CH2:44][O:45][C:37]=12.[ClH:46].CN(C)C(=N)N(C)C. (3) Given the product [C:22]1([CH:21]([NH:28][C:17]([C:15]2[C:14]3[C:9](=[CH:10][CH:11]=[CH:12][CH:13]=3)[N:8]=[C:7]([C:1]3[CH:6]=[CH:5][CH:4]=[CH:3][CH:2]=3)[CH:16]=2)=[O:18])[CH3:20])[CH:27]=[CH:26][CH:25]=[CH:24][CH:23]=1, predict the reactants needed to synthesize it. The reactants are: [C:1]1([C:7]2[CH:16]=[C:15]([C:17](O)=[O:18])[C:14]3[C:9](=[CH:10][CH:11]=[CH:12][CH:13]=3)[N:8]=2)[CH:6]=[CH:5][CH:4]=[CH:3][CH:2]=1.[CH3:20][C@H:21]([NH2:28])[C:22]1[CH:27]=[CH:26][CH:25]=[CH:24][CH:23]=1.CCN(C(C)C)C(C)C.CN(C(ON1N=NC2C=CC=CC1=2)=[N+](C)C)C.F[P-](F)(F)(F)(F)F. (4) Given the product [CH2:2]([N:9]1[CH2:10][CH2:11][CH:12]([C:15]([N:23]2[CH2:22][CH:21]([CH3:25])[NH:20][CH:19]([CH3:18])[CH2:24]2)=[O:17])[CH2:13][CH2:14]1)[C:3]1[CH:4]=[CH:5][CH:6]=[CH:7][CH:8]=1, predict the reactants needed to synthesize it. The reactants are: Cl.[CH2:2]([N:9]1[CH2:14][CH2:13][CH:12]([C:15]([OH:17])=O)[CH2:11][CH2:10]1)[C:3]1[CH:8]=[CH:7][CH:6]=[CH:5][CH:4]=1.[CH3:18][CH:19]1[CH2:24][NH:23][CH2:22][CH:21]([CH3:25])[NH:20]1.C(N(CC)CC)C.C(Cl)CCl. (5) The reactants are: [CH:1]([O:4][C:5]1[CH:13]=[CH:12][C:8]([C:9]([NH2:11])=[O:10])=[CH:7][C:6]=1[N:14]=[C:15]=[S:16])([CH3:3])[CH3:2].[NH3:17]. Given the product [CH:1]([O:4][C:5]1[CH:13]=[CH:12][C:8]([C:9]([NH2:11])=[O:10])=[CH:7][C:6]=1[NH:14][C:15]([NH2:17])=[S:16])([CH3:3])[CH3:2], predict the reactants needed to synthesize it. (6) Given the product [NH2:12][CH2:11][CH:10]([C:7]1[CH:6]=[CH:5][C:4]([NH2:1])=[CH:9][CH:8]=1)[CH3:13], predict the reactants needed to synthesize it. The reactants are: [N+:1]([C:4]1[CH:9]=[CH:8][C:7]([CH:10]([CH3:13])[C:11]#[N:12])=[CH:6][CH:5]=1)([O-])=O. (7) The reactants are: C[O:2][C:3](=[O:12])[CH:4]([C:6]1[CH:11]=[CH:10][CH:9]=[CH:8][CH:7]=1)Br.[CH3:13][C:14]1[CH:19]=[CH:18][C:17]([SH:20])=[CH:16][CH:15]=1.[NH2:21][C:22]1[CH:27]=[CH:26][CH:25]=[CH:24][N:23]=1. Given the product [CH3:13][C:14]1[CH:19]=[CH:18][C:17]([S:20][CH:4]([C:6]2[CH:11]=[CH:10][CH:9]=[CH:8][CH:7]=2)[C:3]([OH:2])=[O:12])=[CH:16][CH:15]=1.[CH3:13][C:14]1[CH:19]=[CH:18][C:17]([S:20][CH:4]([C:6]2[CH:7]=[CH:8][CH:9]=[CH:10][CH:11]=2)[C:3]([NH:21][C:22]2[CH:27]=[CH:26][CH:25]=[CH:24][N:23]=2)=[O:12])=[CH:16][CH:15]=1, predict the reactants needed to synthesize it. (8) Given the product [Br:1][C:2]1[C:3]([O:22][C:19]2[CH:20]=[CH:21][C:16]([F:15])=[CH:17][CH:18]=2)=[N:4][CH:5]=[C:6]([N+:11]([O-:13])=[O:12])[C:7]=1[NH:8][CH2:9][CH3:10], predict the reactants needed to synthesize it. The reactants are: [Br:1][C:2]1[C:3](Cl)=[N:4][CH:5]=[C:6]([N+:11]([O-:13])=[O:12])[C:7]=1[NH:8][CH2:9][CH3:10].[F:15][C:16]1[CH:21]=[CH:20][C:19]([OH:22])=[CH:18][CH:17]=1.C([O-])([O-])=O.[K+].[K+].O. (9) Given the product [CH:1]1([N:4]2[C:8]([C:7]([F:6])([F:18])[F:19])=[CH:9][C:10]([C:11]([O:13][CH2:14][CH3:15])=[O:12])=[N:5]2)[CH2:3][CH2:2]1, predict the reactants needed to synthesize it. The reactants are: [CH:1]1([NH:4][NH2:5])[CH2:3][CH2:2]1.[F:6][C:7]([F:19])([F:18])[C:8](=O)[CH2:9][C:10](=O)[C:11]([O:13][CH2:14][CH3:15])=[O:12].